From a dataset of Forward reaction prediction with 1.9M reactions from USPTO patents (1976-2016). Predict the product of the given reaction. (1) The product is: [N:38]1[CH:2]=[CH:7][CH:6]=[CH:5][C:4]=1[C:8]1[N:9]=[C:10]2[CH2:15][N:14]([C:16]3[CH:21]=[C:20]([CH:24]=[CH:25][CH:17]=3)[C:19]#[N:18])[CH2:13][CH2:12][N:11]2[CH:22]=1. Given the reactants Cl[C:2]1C=[C:4]([C:8]2[N:9]=[C:10]3[CH2:15][N:14]([C:16]4[CH:17]=[N:18][CH:19]=[CH:20][CH:21]=4)[CH2:13][CH2:12][N:11]3[CH:22]=2)[CH:5]=[CH:6][CH:7]=1.Br[CH2:24][C:25](C1C=CC=CN=1)=O.BrC1C=C(C=CC=1)C#[N:38], predict the reaction product. (2) The product is: [F:55][C:39]([F:38])([F:56])[C:40]1[CH:49]=[C:48]([C:7]2[CH:8]=[CH:9][C:10]([C:11]([NH:13][S:14]([C:17]3[CH:22]=[CH:21][C:20]([NH:23][CH2:24][CH2:25][S:26][C:27]4[CH:28]=[CH:29][CH:30]=[CH:31][CH:32]=4)=[C:19]([N+:33]([O-:35])=[O:34])[CH:18]=3)(=[O:15])=[O:16])=[O:12])=[CH:36][CH:37]=2)[C:47]2[C:42](=[C:43]([C:51]([F:52])([F:53])[F:54])[CH:44]=[CH:45][CH:46]=2)[N:41]=1. Given the reactants O1CCCOB1[C:7]1[CH:37]=[CH:36][C:10]([C:11]([NH:13][S:14]([C:17]2[CH:22]=[CH:21][C:20]([NH:23][CH2:24][CH2:25][S:26][C:27]3[CH:32]=[CH:31][CH:30]=[CH:29][CH:28]=3)=[C:19]([N+:33]([O-:35])=[O:34])[CH:18]=2)(=[O:16])=[O:15])=[O:12])=[CH:9][CH:8]=1.[F:38][C:39]([F:56])([F:55])[C:40]1[C:49](Cl)=[CH:48][C:47]2[C:42](=[C:43]([C:51]([F:54])([F:53])[F:52])[CH:44]=[CH:45][CH:46]=2)[N:41]=1.P(C(C)(C)C)(C(C)(C)C)C(C)(C)C.C([O-])([O-])=O.[Cs+].[Cs+], predict the reaction product. (3) Given the reactants C(OC([N:8]1[CH2:12][CH2:11][C@H:10]([CH2:13][N:14]2[C:23]3[C:18](=[CH:19][C:20]([I:24])=[CH:21][CH:22]=3)[C:17](=[O:25])[C:16]([C:26]([O:28][CH2:29][CH3:30])=[O:27])=[CH:15]2)[CH2:9]1)=O)(C)(C)C.[ClH:31], predict the reaction product. The product is: [ClH:31].[CH2:29]([O:28][C:26]([C:16]1[C:17](=[O:25])[C:18]2[C:23](=[CH:22][CH:21]=[C:20]([I:24])[CH:19]=2)[N:14]([CH2:13][C@@H:10]2[CH2:11][CH2:12][NH:8][CH2:9]2)[CH:15]=1)=[O:27])[CH3:30]. (4) Given the reactants [CH2:1]([O:8][C:9]1[CH:14]=[CH:13][C:12]([CH2:15][C:16](O)=[O:17])=[CH:11][C:10]=1[CH3:19])[C:2]1[CH:7]=[CH:6][CH:5]=[CH:4][CH:3]=1.S(Cl)(Cl)=O.[NH3:24], predict the reaction product. The product is: [CH2:1]([O:8][C:9]1[CH:14]=[CH:13][C:12]([CH2:15][C:16]([NH2:24])=[O:17])=[CH:11][C:10]=1[CH3:19])[C:2]1[CH:7]=[CH:6][CH:5]=[CH:4][CH:3]=1. (5) Given the reactants [OH:1][C:2]1[CH:7]=[CH:6][C:5]([CH2:8][C:9]([OH:11])=[O:10])=[CH:4][CH:3]=1.[OH-].[K+].[CH3:14][O:15][C:16](=[O:25])[C:17]1[CH:22]=[CH:21][CH:20]=[CH:19][C:18]=1[CH2:23]Br, predict the reaction product. The product is: [CH3:14][O:15][C:16]([C:17]1[CH:22]=[CH:21][CH:20]=[CH:19][C:18]=1[CH2:23][O:1][C:2]1[CH:3]=[CH:4][C:5]([CH2:8][C:9]([OH:11])=[O:10])=[CH:6][CH:7]=1)=[O:25]. (6) Given the reactants [NH:1]1[C:9]2[C:4](=[CH:5][CH:6]=[CH:7][CH:8]=2)[CH:3]=[C:2]1[CH:10]=[O:11].N1C2C(=CC=CC=2)C=C1C(OCC)=O.[H-].[H-].[H-].[H-].[Li+].[Al+3], predict the reaction product. The product is: [NH:1]1[C:9]2[C:4](=[CH:5][CH:6]=[CH:7][CH:8]=2)[CH:3]=[C:2]1[CH2:10][OH:11].